From a dataset of Peptide-MHC class II binding affinity with 134,281 pairs from IEDB. Regression. Given a peptide amino acid sequence and an MHC pseudo amino acid sequence, predict their binding affinity value. This is MHC class II binding data. (1) The MHC is DRB1_0401 with pseudo-sequence DRB1_0401. The peptide sequence is NPQKENDQYIFTGQP. The binding affinity (normalized) is 0.133. (2) The peptide sequence is SRKRRSHDVLTVQFL. The MHC is DRB1_0404 with pseudo-sequence DRB1_0404. The binding affinity (normalized) is 0.323. (3) The peptide sequence is QAYAATVAAAPQVKY. The MHC is HLA-DPA10103-DPB10301 with pseudo-sequence HLA-DPA10103-DPB10301. The binding affinity (normalized) is 0.568. (4) The peptide sequence is EKKYFAATQFEPHAA. The MHC is HLA-DQA10401-DQB10402 with pseudo-sequence HLA-DQA10401-DQB10402. The binding affinity (normalized) is 0.368. (5) The peptide sequence is APYVAWMRATAIQAE. The MHC is DRB1_0401 with pseudo-sequence DRB1_0401. The binding affinity (normalized) is 0.599. (6) The peptide sequence is GENQIVDKIDAAFKI. The MHC is DRB1_0802 with pseudo-sequence DRB1_0802. The binding affinity (normalized) is 0.359. (7) The peptide sequence is SCRDQSEAQLALTII. The MHC is HLA-DQA10501-DQB10402 with pseudo-sequence HLA-DQA10501-DQB10402. The binding affinity (normalized) is 0.346. (8) The peptide sequence is LLNAKFFHMNIYECK. The MHC is DRB5_0101 with pseudo-sequence DRB5_0101. The binding affinity (normalized) is 0.585. (9) The peptide sequence is YDKFLANVSTVATGK. The MHC is DRB1_0701 with pseudo-sequence DRB1_0701. The binding affinity (normalized) is 0.668. (10) The peptide sequence is IMAVGIVSILLSSLL. The MHC is DRB1_0701 with pseudo-sequence DRB1_0701. The binding affinity (normalized) is 0.649.